From a dataset of Reaction yield outcomes from USPTO patents with 853,638 reactions. Predict the reaction yield, written as a fraction of the theoretical maximum amount of product (1.0 means a 100% yield; for example, 0.34 means a 34% yield). (1) The reactants are [CH2:1]([O:5][CH:6]=[CH:7][C:8]1[CH:13]=[CH:12][C:11]([C:14]2[N:15]([C:30]3[CH:35]=[CH:34][C:33]([Cl:36])=[CH:32][CH:31]=3)[C:16](=[O:29])[C:17]3[CH:22]=[N:21][N:20]([C:23]4[CH:28]=[CH:27][CH:26]=[CH:25][CH:24]=4)[C:18]=3[N:19]=2)=[CH:10][CH:9]=1)[CH2:2][CH2:3][CH3:4]. The catalyst is CCO.[Pd]. The product is [CH2:1]([O:5][CH2:6][CH2:7][C:8]1[CH:9]=[CH:10][C:11]([C:14]2[N:15]([C:30]3[CH:31]=[CH:32][C:33]([Cl:36])=[CH:34][CH:35]=3)[C:16](=[O:29])[C:17]3[CH:22]=[N:21][N:20]([C:23]4[CH:28]=[CH:27][CH:26]=[CH:25][CH:24]=4)[C:18]=3[N:19]=2)=[CH:12][CH:13]=1)[CH2:2][CH2:3][CH3:4]. The yield is 0.690. (2) The reactants are [F:1][C:2]([F:7])([F:6])[C:3]([CH3:5])=O.[Cl:8][C:9]1[C:10](=[N:15][NH2:16])[NH:11][CH:12]=[CH:13][CH:14]=1. No catalyst specified. The product is [F:1][C:2]([F:7])([F:6])[C:3](=[N:16][N:15]=[C:10]1[C:9]([Cl:8])=[CH:14][CH:13]=[CH:12][NH:11]1)[CH3:5]. The yield is 0.660. (3) The catalyst is C(Cl)Cl. The yield is 0.710. The reactants are [C:1]([O:5][C:6]([N:8]1[CH2:13][CH2:12][CH:11]([NH2:14])[CH2:10][CH2:9]1)=[O:7])([CH3:4])([CH3:3])[CH3:2].[CH:15]1([C:20](=[O:26])[CH2:21][CH2:22][C:23](O)=[O:24])[CH2:19][CH2:18][CH2:17][CH2:16]1.CCN=C=NCCCN(C)C.Cl.C1C=CC2N(O)N=NC=2C=1. The product is [C:1]([O:5][C:6]([N:8]1[CH2:13][CH2:12][CH:11]([NH:14][C:23](=[O:24])[CH2:22][CH2:21][C:20]([CH:15]2[CH2:19][CH2:18][CH2:17][CH2:16]2)=[O:26])[CH2:10][CH2:9]1)=[O:7])([CH3:4])([CH3:2])[CH3:3]. (4) The reactants are [C:1]([C:3]1[CH:29]=[CH:28][C:6]([CH2:7][C:8]2[C:12]3[C:13](=[O:27])[N:14]([C:21]4[CH:26]=[CH:25][CH:24]=[CH:23][CH:22]=4)[C:15]4[N:16]=[CH:17][CH:18]=[CH:19][C:20]=4[C:11]=3[NH:10][N:9]=2)=[CH:5][CH:4]=1)#N.S(=O)(=O)(O)[OH:31].[OH2:35]. The catalyst is CS(C)=O. The product is [C:1]([C:3]1[CH:4]=[CH:5][C:6]([CH2:7][C:8]2[C:12]3[C:13](=[O:27])[N:14]([C:21]4[CH:22]=[CH:23][CH:24]=[CH:25][CH:26]=4)[C:15]4[N:16]=[CH:17][CH:18]=[CH:19][C:20]=4[C:11]=3[NH:10][N:9]=2)=[CH:28][CH:29]=1)([OH:31])=[O:35]. The yield is 0.560. (5) The reactants are CNC(N1CCC2[C:11]([N:15]3[CH2:20][CH2:19]OC[CH2:16]3)=[N:10]C(C3C=CC([N+]([O-])=O)=CC=3)=NC=2C1)=S.[N+:30]([C:33]1[CH:38]=[CH:37][C:36]([C:39]2[N:40]=[C:41]([N:49]3[CH2:54][CH2:53][O:52][CH2:51][CH2:50]3)[C:42]3[CH2:48][CH2:47][NH:46][CH2:45][C:43]=3[N:44]=2)=[CH:35][CH:34]=1)([O-])=O.N(C)=[C:56]=S.[CH3:59][N:60]([CH:62]=[O:63])C. The catalyst is O. The product is [CH2:59]([NH:60][C:62]([NH:30][C:33]1[CH:38]=[CH:37][C:36]([C:39]2[N:40]=[C:41]([N:49]3[CH2:54][CH2:53][O:52][CH2:51][CH2:50]3)[C:42]3[CH2:48][CH2:47][N:46]([C:11]4[N:15]([CH3:16])[CH:20]=[CH:19][N:10]=4)[CH2:45][C:43]=3[N:44]=2)=[CH:35][CH:34]=1)=[O:63])[CH3:56]. The yield is 0.750. (6) The reactants are [CH2:1]([O:3][C:4]([CH:6]1[CH2:13][CH:12]2[NH:14][CH:8]([CH2:9][C:10](=[O:15])[CH2:11]2)[CH2:7]1)=[O:5])[CH3:2].CCN(CC)CC.[Cl:23][C:24]1[CH:29]=[CH:28][C:27]([S:30](Cl)(=[O:32])=[O:31])=[CH:26][CH:25]=1. The catalyst is C(Cl)Cl. The product is [CH2:1]([O:3][C:4]([CH:6]1[CH2:13][CH:12]2[N:14]([S:30]([C:27]3[CH:28]=[CH:29][C:24]([Cl:23])=[CH:25][CH:26]=3)(=[O:32])=[O:31])[CH:8]([CH2:9][C:10](=[O:15])[CH2:11]2)[CH2:7]1)=[O:5])[CH3:2]. The yield is 0.880. (7) The reactants are [CH:1]1([N:7]([CH:18]2[CH2:23][CH2:22][CH2:21][CH2:20][CH2:19]2)[C:8]([NH:10][C:11]2[S:12][C:13]([CH:16]=O)=[CH:14][N:15]=2)=[O:9])[CH2:6][CH2:5][CH2:4][CH2:3][CH2:2]1.C(O)(=O)C.[CH3:28][O:29][C:30](=[O:39])[C:31]1[CH:36]=[CH:35][C:34]([CH2:37][NH2:38])=[CH:33][CH:32]=1.C(O[BH-](OC(=O)C)OC(=O)C)(=O)C.[Na+]. No catalyst specified. The product is [CH3:28][O:29][C:30](=[O:39])[C:31]1[CH:36]=[CH:35][C:34]([CH2:37][NH:38][CH2:16][C:13]2[S:12][C:11]([NH:10][C:8]([N:7]([CH:18]3[CH2:23][CH2:22][CH2:21][CH2:20][CH2:19]3)[CH:1]3[CH2:6][CH2:5][CH2:4][CH2:3][CH2:2]3)=[O:9])=[N:15][CH:14]=2)=[CH:33][CH:32]=1. The yield is 0.360. (8) The reactants are [NH2:1][C:2]1[CH:7]=[CH:6][CH:5]=[C:4]([NH2:8])[N:3]=1.[Cl:9][C:10]1[CH:18]=[C:17]([Cl:19])[CH:16]=[C:15]([Cl:20])[C:11]=1[C:12](Cl)=[O:13]. The catalyst is O1CCOCC1. The product is [NH2:8][C:4]1[N:3]=[C:2]([NH:1][C:12](=[O:13])[C:11]2[C:15]([Cl:20])=[CH:16][C:17]([Cl:19])=[CH:18][C:10]=2[Cl:9])[CH:7]=[CH:6][CH:5]=1. The yield is 0.390. (9) The reactants are [F:1][C:2]1[CH:7]=[CH:6][CH:5]=[CH:4][C:3]=1[C:8]1[N:9]=[N:10][N:11]([CH3:18])[C:12]=1[C:13]1[N:14]=[CH:15][NH:16][CH:17]=1.F[C:20]1[CH:25]=[CH:24][C:23]([C:26](=[O:28])[CH3:27])=[CH:22][CH:21]=1. No catalyst specified. The product is [F:1][C:2]1[CH:7]=[CH:6][CH:5]=[CH:4][C:3]=1[C:8]1[N:9]=[N:10][N:11]([CH3:18])[C:12]=1[C:13]1[N:14]=[CH:15][N:16]([C:20]2[CH:25]=[CH:24][C:23]([C:26](=[O:28])[CH3:27])=[CH:22][CH:21]=2)[CH:17]=1. The yield is 0.820. (10) The reactants are C(OC([N:11]1[C:16](=[O:17])[CH2:15][CH2:14][C:13]([NH2:19])([CH3:18])[C:12]1=[O:20])=O)C1C=CC=CC=1.[ClH:21].[H][H].O. The catalyst is C(O)C.[Pd]. The product is [ClH:21].[NH2:19][C:13]1([CH3:18])[CH2:14][CH2:15][C:16](=[O:17])[NH:11][C:12]1=[O:20]. The yield is 0.930.